From a dataset of Catalyst prediction with 721,799 reactions and 888 catalyst types from USPTO. Predict which catalyst facilitates the given reaction. Reactant: C([O:3][C:4]([C:6]12[CH2:23][CH:22]1[CH:21]=[CH:20][CH2:19][CH2:18][CH2:17][CH2:16][N:15]([CH3:24])[C:14](=[O:25])[CH:13]1[CH:9]([CH2:10][CH:11]([O:26][C:27]3[CH:32]=[C:31]([C:33]4[CH:38]=[CH:37][C:36]([O:39][CH3:40])=[CH:35][CH:34]=4)[N:30]=[C:29]([O:41][CH3:42])[N:28]=3)[CH2:12]1)[C:8](=[O:43])[NH:7]2)=[O:5])C.[Li+].[OH-]. Product: [CH3:42][O:41][C:29]1[N:28]=[C:27]([O:26][CH:11]2[CH2:10][CH:9]3[CH:13]([C:14](=[O:25])[N:15]([CH3:24])[CH2:16][CH2:17][CH2:18][CH2:19][CH:20]=[CH:21][CH:22]4[C:6]([C:4]([OH:5])=[O:3])([NH:7][C:8]3=[O:43])[CH2:23]4)[CH2:12]2)[CH:32]=[C:31]([C:33]2[CH:34]=[CH:35][C:36]([O:39][CH3:40])=[CH:37][CH:38]=2)[N:30]=1. The catalyst class is: 36.